This data is from Forward reaction prediction with 1.9M reactions from USPTO patents (1976-2016). The task is: Predict the product of the given reaction. The product is: [CH3:27][C:28]1[N:29]=[C:30]2[N:33]([CH:34]3[CH2:39][CH2:38][O:37][CH2:36][CH2:35]3)[C:17](=[O:18])[C:16]([CH2:15][C:12]3[CH:13]=[CH:14][C:9]([C:4]4[C:3]([C:1]#[N:2])=[CH:8][CH:7]=[CH:6][CH:5]=4)=[CH:10][CH:11]=3)=[C:22]([CH2:23][CH2:24][CH3:25])[N:31]2[N:32]=1. Given the reactants [C:1]([C:3]1[CH:8]=[CH:7][CH:6]=[CH:5][C:4]=1[C:9]1[CH:14]=[CH:13][C:12]([CH2:15][CH:16]([C:22](=O)[CH2:23][CH2:24][CH3:25])[C:17](OCC)=[O:18])=[CH:11][CH:10]=1)#[N:2].[CH3:27][C:28]1[NH:29][C:30]([NH:33][CH:34]2[CH2:39][CH2:38][O:37][CH2:36][CH2:35]2)=[N:31][N:32]=1, predict the reaction product.